This data is from Catalyst prediction with 721,799 reactions and 888 catalyst types from USPTO. The task is: Predict which catalyst facilitates the given reaction. Reactant: Cl[C:2]([O:4][CH2:5][C:6]1[CH:11]=[CH:10][CH:9]=[CH:8][CH:7]=1)=[O:3].[OH:12][C@H:13]1[CH2:17][NH:16][C@H:15]([C:18]([OH:20])=[O:19])[CH2:14]1.C([O-])(O)=O.[Na+].O. Product: [OH:12][C@H:13]1[CH2:17][N:16]([C:2]([O:4][CH2:5][C:6]2[CH:11]=[CH:10][CH:9]=[CH:8][CH:7]=2)=[O:3])[C@H:15]([C:18]([OH:20])=[O:19])[CH2:14]1. The catalyst class is: 21.